From a dataset of Catalyst prediction with 721,799 reactions and 888 catalyst types from USPTO. Predict which catalyst facilitates the given reaction. (1) Reactant: [F:1][C:2]1[CH:3]=[C:4]([N:13]=C(C2C=CC=CC=2)C2C=CC=CC=2)[CH:5]=[C:6]2[C:10]=1[C:9]([CH3:12])([CH3:11])[CH2:8][CH2:7]2.Cl.[OH-].[Na+]. Product: [F:1][C:2]1[CH:3]=[C:4]([NH2:13])[CH:5]=[C:6]2[C:10]=1[C:9]([CH3:11])([CH3:12])[CH2:8][CH2:7]2. The catalyst class is: 1. (2) Reactant: C([N:8]1[CH2:13][CH2:12][CH:11]([N:14]2[CH2:18][C:17]3=[CH:19][N:20]=[C:21]([CH2:22][N:23]([CH3:25])[CH3:24])[N:16]3[C:15]2=[O:26])[CH2:10][CH2:9]1)C1C=CC=CC=1.C([O-])=O.[NH4+]. Product: [CH3:25][N:23]([CH2:22][C:21]1[N:16]2[C:15](=[O:26])[N:14]([CH:11]3[CH2:12][CH2:13][NH:8][CH2:9][CH2:10]3)[CH2:18][C:17]2=[CH:19][N:20]=1)[CH3:24]. The catalyst class is: 129. (3) Reactant: Cl[CH2:2][CH2:3][O:4][C:5]1[CH:6]=[C:7]2[C:12](=[CH:13][CH:14]=1)[N:11]=[CH:10][N:9]([C:15]1[CH:16]=[C:17]([CH:24]=[CH:25][C:26]=1[CH3:27])[C:18]([NH:20][O:21][CH2:22][CH3:23])=[O:19])[C:8]2=[O:28].[I-].[K+].[CH3:31][NH:32][CH:33]([CH3:35])[CH3:34]. Product: [CH2:22]([O:21][NH:20][C:18](=[O:19])[C:17]1[CH:24]=[CH:25][C:26]([CH3:27])=[C:15]([N:9]2[C:8](=[O:28])[C:7]3[C:12](=[CH:13][CH:14]=[C:5]([O:4][CH2:3][CH2:2][N:32]([CH:33]([CH3:35])[CH3:34])[CH3:31])[CH:6]=3)[N:11]=[CH:10]2)[CH:16]=1)[CH3:23]. The catalyst class is: 44. (4) Reactant: [NH2:1][C:2]1[N:7]=[CH:6][C:5]([C:8]([O:10][CH3:11])=[O:9])=[CH:4][CH:3]=1.[C:12](OC(=O)C)(=[O:14])[CH3:13]. Product: [C:12]([NH:1][C:2]1[CH:3]=[CH:4][C:5]([C:8]([O:10][CH3:11])=[O:9])=[CH:6][N:7]=1)(=[O:14])[CH3:13]. The catalyst class is: 25. (5) Reactant: [H-].[Na+].[F:3][C:4]1[CH:5]=[C:6]([CH:10]=[CH:11][C:12]#[N:13])[CH:7]=[CH:8][CH:9]=1.S([CH2:24][N+:25]#[C-])(C1C=CC(C)=CC=1)(=O)=O.O1CCC[CH2:28]1. Product: [F:3][C:4]1[CH:5]=[C:6]([C:10]2[C:11]([C:24]#[N:25])=[CH:12][NH:13][CH:28]=2)[CH:7]=[CH:8][CH:9]=1. The catalyst class is: 22. (6) Reactant: [CH2:1]([O:8][C:9]1[C:18]([CH:19]=[O:20])=[CH:17][CH:16]=[C:15]2[C:10]=1[CH:11]=[CH:12][CH:13]=[N:14]2)[C:2]1[CH:7]=[CH:6][CH:5]=[CH:4][CH:3]=1.[BH4-].[Na+]. Product: [CH2:1]([O:8][C:9]1[C:18]([CH2:19][OH:20])=[CH:17][CH:16]=[C:15]2[C:10]=1[CH:11]=[CH:12][CH:13]=[N:14]2)[C:2]1[CH:7]=[CH:6][CH:5]=[CH:4][CH:3]=1. The catalyst class is: 5.